From a dataset of Forward reaction prediction with 1.9M reactions from USPTO patents (1976-2016). Predict the product of the given reaction. (1) Given the reactants [C:1]([C:5]1[N:10]=[C:9]([NH:11][CH2:12][C:13]2[O:14][CH:15]=[CH:16][CH:17]=2)[C:8]([C:18]([N:20]([CH2:36][CH:37]([CH3:39])[CH3:38])[CH:21]2[CH2:26][CH:25]([CH2:27][OH:28])[CH2:24][N:23](C(OC(C)(C)C)=O)[CH2:22]2)=[O:19])=[CH:7][N:6]=1)([CH3:4])([CH3:3])[CH3:2].C(=O)([O-])[O-].[K+].[K+], predict the reaction product. The product is: [C:1]([C:5]1[N:10]=[C:9]([NH:11][CH2:12][C:13]2[O:14][CH:15]=[CH:16][CH:17]=2)[C:8]([C:18]([N:20]([CH:21]2[CH2:26][CH:25]([CH2:27][OH:28])[CH2:24][NH:23][CH2:22]2)[CH2:36][CH:37]([CH3:39])[CH3:38])=[O:19])=[CH:7][N:6]=1)([CH3:3])([CH3:4])[CH3:2]. (2) Given the reactants Cl.[C:2]1([C:8](=[NH:10])[NH2:9])[CH:7]=[CH:6][CH:5]=[CH:4][CH:3]=1.O.[NH2:12]N.[C:14]([NH:17][CH:18]([CH3:26])[C:19](=O)[C:20](OCC)=[O:21])(=[O:16])[CH3:15], predict the reaction product. The product is: [O:21]=[C:20]1[C:19]([CH:18]([NH:17][C:14](=[O:16])[CH3:15])[CH3:26])=[N:12][N:9]=[C:8]([C:2]2[CH:7]=[CH:6][CH:5]=[CH:4][CH:3]=2)[NH:10]1.